This data is from Peptide-MHC class II binding affinity with 134,281 pairs from IEDB. The task is: Regression. Given a peptide amino acid sequence and an MHC pseudo amino acid sequence, predict their binding affinity value. This is MHC class II binding data. (1) The peptide sequence is FWYVNHTLSGQHSLP. The MHC is DRB1_0101 with pseudo-sequence DRB1_0101. The binding affinity (normalized) is 0.637. (2) The peptide sequence is TSWLDFDTGLMNDTG. The MHC is DRB1_0101 with pseudo-sequence DRB1_0101. The binding affinity (normalized) is 0.511. (3) The peptide sequence is YDKFLANVSWVLTGK. The MHC is DRB1_1101 with pseudo-sequence DRB1_1101. The binding affinity (normalized) is 0.457. (4) The peptide sequence is VKLVDANGKLHDKKS. The MHC is DRB3_0202 with pseudo-sequence DRB3_0202. The binding affinity (normalized) is 0. (5) The peptide sequence is LFRVYSNFLRGKLKL. The MHC is DRB1_0301 with pseudo-sequence DRB1_0301. The binding affinity (normalized) is 0.194. (6) The peptide sequence is PRTLNGPGPGSPAIF. The MHC is DRB1_0701 with pseudo-sequence DRB1_0701. The binding affinity (normalized) is 0. (7) The peptide sequence is VAAFTEALRIIAGVL. The MHC is DRB1_0404 with pseudo-sequence DRB1_0404. The binding affinity (normalized) is 0.459. (8) The MHC is DRB1_0401 with pseudo-sequence DRB1_0401. The peptide sequence is PPLYATGRLSQAQLMPSPPM. The binding affinity (normalized) is 0.443. (9) The peptide sequence is GKANRGKMDVSGVQA. The MHC is DRB1_0301 with pseudo-sequence DRB1_0301. The binding affinity (normalized) is 0. (10) The peptide sequence is SQTAANPSCPEGT. The MHC is DRB1_1501 with pseudo-sequence DRB1_1501. The binding affinity (normalized) is 0.